Dataset: NCI-60 drug combinations with 297,098 pairs across 59 cell lines. Task: Regression. Given two drug SMILES strings and cell line genomic features, predict the synergy score measuring deviation from expected non-interaction effect. (1) Drug 1: CC1=CC2C(CCC3(C2CCC3(C(=O)C)OC(=O)C)C)C4(C1=CC(=O)CC4)C. Drug 2: C1=CC(=CC=C1C#N)C(C2=CC=C(C=C2)C#N)N3C=NC=N3. Cell line: U251. Synergy scores: CSS=0.579, Synergy_ZIP=-0.862, Synergy_Bliss=-2.07, Synergy_Loewe=-1.79, Synergy_HSA=-1.95. (2) Drug 1: CC1C(C(CC(O1)OC2CC(CC3=C2C(=C4C(=C3O)C(=O)C5=C(C4=O)C(=CC=C5)OC)O)(C(=O)CO)O)N)O.Cl. Drug 2: B(C(CC(C)C)NC(=O)C(CC1=CC=CC=C1)NC(=O)C2=NC=CN=C2)(O)O. Cell line: NCI-H322M. Synergy scores: CSS=12.4, Synergy_ZIP=-3.69, Synergy_Bliss=0.880, Synergy_Loewe=-10.7, Synergy_HSA=0.853. (3) Drug 1: CC1CCC2CC(C(=CC=CC=CC(CC(C(=O)C(C(C(=CC(C(=O)CC(OC(=O)C3CCCCN3C(=O)C(=O)C1(O2)O)C(C)CC4CCC(C(C4)OC)OCCO)C)C)O)OC)C)C)C)OC. Drug 2: CS(=O)(=O)OCCCCOS(=O)(=O)C. Cell line: MCF7. Synergy scores: CSS=26.2, Synergy_ZIP=-11.6, Synergy_Bliss=-6.98, Synergy_Loewe=-50.6, Synergy_HSA=-5.22. (4) Drug 1: CC1CCC2CC(C(=CC=CC=CC(CC(C(=O)C(C(C(=CC(C(=O)CC(OC(=O)C3CCCCN3C(=O)C(=O)C1(O2)O)C(C)CC4CCC(C(C4)OC)O)C)C)O)OC)C)C)C)OC. Drug 2: CC(C)(C#N)C1=CC(=CC(=C1)CN2C=NC=N2)C(C)(C)C#N. Cell line: COLO 205. Synergy scores: CSS=-13.6, Synergy_ZIP=6.81, Synergy_Bliss=3.15, Synergy_Loewe=-10.2, Synergy_HSA=-9.24. (5) Drug 1: CN(C)C(=N)N=C(N)N. Drug 2: CC(C)(C#N)C1=CC=C(C=C1)N2C3=C4C=C(C=CC4=NC=C3N(C2=O)C)C5=CC6=CC=CC=C6N=C5. Cell line: SW-620. Synergy scores: CSS=57.5, Synergy_ZIP=8.02, Synergy_Bliss=7.28, Synergy_Loewe=-55.6, Synergy_HSA=6.92. (6) Drug 1: C1CC(=O)NC(=O)C1N2CC3=C(C2=O)C=CC=C3N. Drug 2: CC=C1C(=O)NC(C(=O)OC2CC(=O)NC(C(=O)NC(CSSCCC=C2)C(=O)N1)C(C)C)C(C)C. Cell line: MALME-3M. Synergy scores: CSS=71.0, Synergy_ZIP=15.8, Synergy_Bliss=15.1, Synergy_Loewe=-43.7, Synergy_HSA=15.5. (7) Drug 1: C1CC(C1)(C(=O)O)C(=O)O.[NH2-].[NH2-].[Pt+2]. Drug 2: C1C(C(OC1N2C=NC(=NC2=O)N)CO)O. Cell line: MDA-MB-231. Synergy scores: CSS=5.52, Synergy_ZIP=-1.34, Synergy_Bliss=2.52, Synergy_Loewe=-2.39, Synergy_HSA=0.782. (8) Drug 1: CNC(=O)C1=NC=CC(=C1)OC2=CC=C(C=C2)NC(=O)NC3=CC(=C(C=C3)Cl)C(F)(F)F. Drug 2: C(CC(=O)O)C(=O)CN.Cl. Cell line: OVCAR3. Synergy scores: CSS=5.35, Synergy_ZIP=4.10, Synergy_Bliss=8.68, Synergy_Loewe=2.13, Synergy_HSA=2.87. (9) Drug 1: CC1=C(C=C(C=C1)NC(=O)C2=CC=C(C=C2)CN3CCN(CC3)C)NC4=NC=CC(=N4)C5=CN=CC=C5. Drug 2: C1=NC2=C(N1)C(=S)N=CN2. Cell line: KM12. Synergy scores: CSS=13.8, Synergy_ZIP=-7.60, Synergy_Bliss=3.39, Synergy_Loewe=-21.3, Synergy_HSA=0.671. (10) Drug 1: CN(CC1=CN=C2C(=N1)C(=NC(=N2)N)N)C3=CC=C(C=C3)C(=O)NC(CCC(=O)O)C(=O)O. Drug 2: CN1C(=O)N2C=NC(=C2N=N1)C(=O)N. Cell line: OVCAR3. Synergy scores: CSS=39.6, Synergy_ZIP=6.49, Synergy_Bliss=5.35, Synergy_Loewe=-11.9, Synergy_HSA=1.92.